This data is from Peptide-MHC class I binding affinity with 185,985 pairs from IEDB/IMGT. The task is: Regression. Given a peptide amino acid sequence and an MHC pseudo amino acid sequence, predict their binding affinity value. This is MHC class I binding data. (1) The peptide sequence is CWLVTNGSYL. The MHC is H-2-Kb with pseudo-sequence H-2-Kb. The binding affinity (normalized) is 0.0289. (2) The peptide sequence is MLVGHMPFM. The MHC is HLA-B08:01 with pseudo-sequence HLA-B08:01. The binding affinity (normalized) is 0.0847. (3) The peptide sequence is ELRRAAIDR. The MHC is HLA-A31:01 with pseudo-sequence HLA-A31:01. The binding affinity (normalized) is 0.116. (4) The peptide sequence is YVYFYDLSY. The MHC is HLA-C04:01 with pseudo-sequence HLA-C04:01. The binding affinity (normalized) is 0.213. (5) The peptide sequence is SNSKEIPSFR. The MHC is HLA-A11:01 with pseudo-sequence HLA-A11:01. The binding affinity (normalized) is 0.303. (6) The peptide sequence is AAGLPAIFV. The MHC is HLA-A03:01 with pseudo-sequence HLA-A03:01. The binding affinity (normalized) is 0.0847. (7) The MHC is HLA-B44:02 with pseudo-sequence HLA-B44:02. The binding affinity (normalized) is 0.0847. The peptide sequence is SHAAIGAYL. (8) The peptide sequence is HIGPGRAFY. The MHC is HLA-B35:01 with pseudo-sequence HLA-B35:01. The binding affinity (normalized) is 0. (9) The peptide sequence is YWPTEGYEF. The MHC is HLA-A30:01 with pseudo-sequence HLA-A30:01. The binding affinity (normalized) is 0.0847.